This data is from HIV replication inhibition screening data with 41,000+ compounds from the AIDS Antiviral Screen. The task is: Binary Classification. Given a drug SMILES string, predict its activity (active/inactive) in a high-throughput screening assay against a specified biological target. (1) The compound is Cl.O=C(O)CCN(CCCCN(CCC(=O)O)CCC(=O)O)CCC(=O)O. The result is 0 (inactive). (2) The molecule is COc1ccc(CNc2nc3ccccc3nc2C(=O)O)cc1OC. The result is 0 (inactive). (3) The molecule is COC(=O)c1cc(C(=CCCC2CCC3(C)C(CCC4C3CCC3(C)C(C(C)CCCC(C)C)CCC43)C2)c2cc(F)c(OC)c(C(=O)OC)c2)cc(F)c1OC. The result is 0 (inactive).